This data is from Reaction yield outcomes from USPTO patents with 853,638 reactions. The task is: Predict the reaction yield, written as a fraction of the theoretical maximum amount of product (1.0 means a 100% yield; for example, 0.34 means a 34% yield). The reactants are [Br:1][C:2]1[C:3](=[O:9])[NH:4][C:5]([Cl:8])=[N:6][CH:7]=1.Br[CH2:11][C:12]1[S:13][CH:14]=[CH:15][C:16]=1[C:17]#[N:18]. No catalyst specified. The product is [Br:1][C:2]1[C:3](=[O:9])[N:4]([CH2:11][C:12]2[S:13][CH:14]=[CH:15][C:16]=2[C:17]#[N:18])[C:5]([Cl:8])=[N:6][CH:7]=1. The yield is 0.580.